The task is: Predict the reactants needed to synthesize the given product.. This data is from Full USPTO retrosynthesis dataset with 1.9M reactions from patents (1976-2016). Given the product [CH:19]1([C:25]2[C:33]3[C:28](=[CH:29][C:30]([C:34]([O:36][CH3:37])=[O:35])=[CH:31][CH:32]=3)[NH:27][C:26]=2[C:7]2[CH:8]=[CH:9][CH:10]=[CH:11][C:6]=2[C:5](=[O:13])[NH:4][CH2:3][CH2:2][OH:1])[CH2:20][CH2:21][CH2:22][CH2:23][CH2:24]1, predict the reactants needed to synthesize it. The reactants are: [OH:1][CH2:2][CH2:3][NH:4][C:5](=[O:13])[C:6]1[CH:11]=[CH:10][CH:9]=[CH:8][C:7]=1I.C(=O)([O-])O.[Na+].[CH:19]1([C:25]2[C:33]3[C:28](=[CH:29][C:30]([C:34]([O:36][CH3:37])=[O:35])=[CH:31][CH:32]=3)[NH:27][C:26]=2B2OC(C)(C)C(C)(C)O2)[CH2:24][CH2:23][CH2:22][CH2:21][CH2:20]1.